From a dataset of Forward reaction prediction with 1.9M reactions from USPTO patents (1976-2016). Predict the product of the given reaction. (1) The product is: [CH:16]1([N:5]2[C:4]3[N:3]=[C:2]([N:21]4[CH:25]=[CH:24][N:23]=[C:22]4[C:26]4[CH:31]=[N:30][CH:29]=[N:28][CH:27]=4)[N:11]=[CH:10][C:9]=3[N:8]([CH3:12])[C:7](=[O:13])[C@H:6]2[CH2:14][CH3:15])[CH2:20][CH2:19][CH2:18][CH2:17]1. Given the reactants Cl[C:2]1[N:11]=[CH:10][C:9]2[N:8]([CH3:12])[C:7](=[O:13])[C@@H:6]([CH2:14][CH3:15])[N:5]([CH:16]3[CH2:20][CH2:19][CH2:18][CH2:17]3)[C:4]=2[N:3]=1.[NH:21]1[CH:25]=[CH:24][N:23]=[C:22]1[C:26]1[CH:27]=[N:28][CH:29]=[N:30][CH:31]=1, predict the reaction product. (2) Given the reactants Cl[C:2]1[CH:7]=[C:6]([C:8]2[CH:9]=[N:10][CH:11]=[CH:12][CH:13]=2)[N:5]=[C:4]([C:14]2[CH:19]=[CH:18][CH:17]=[CH:16][N:15]=2)[N:3]=1.[NH:20]1[C:28]2[C:23](=[C:24]([CH2:29][CH2:30][NH2:31])[CH:25]=[CH:26][CH:27]=2)[CH:22]=[CH:21]1.C([O-])([O-])=O.[K+].[K+], predict the reaction product. The product is: [NH:20]1[C:28]2[C:23](=[C:24]([CH2:29][CH2:30][NH:31][C:2]3[CH:7]=[C:6]([C:8]4[CH:9]=[N:10][CH:11]=[CH:12][CH:13]=4)[N:5]=[C:4]([C:14]4[CH:19]=[CH:18][CH:17]=[CH:16][N:15]=4)[N:3]=3)[CH:25]=[CH:26][CH:27]=2)[CH:22]=[CH:21]1. (3) Given the reactants C1(COC([NH:11][C@H:12]([C:25]([N:27]2[CH2:32][CH2:31][N:30]([C:33]3[CH:38]=[CH:37][N:36]=[CH:35][CH:34]=3)[CH2:29][CH2:28]2)=[O:26])[CH2:13][CH2:14][CH2:15][CH2:16][NH:17][C:18]([O:20][C:21]([CH3:24])([CH3:23])[CH3:22])=[O:19])=O)C=CC=CC=1.[H][H].[K+].[Br-].N, predict the reaction product. The product is: [CH3:23][C:21]([CH3:24])([O:20][C:18]([NH:17][CH2:16][CH2:15][CH2:14][CH2:13][C@@H:12]([C:25]([N:27]1[CH2:32][CH2:31][N:30]([C:33]2[CH:38]=[CH:37][N:36]=[CH:35][CH:34]=2)[CH2:29][CH2:28]1)=[O:26])[NH2:11])=[O:19])[CH3:22]. (4) Given the reactants [C:1]([N:8]1[CH2:11][CH:10]([C:12]([OH:14])=O)[CH2:9]1)([O:3][C:4]([CH3:7])([CH3:6])[CH3:5])=[O:2].[NH2:15][C:16]1[CH:21]=[CH:20][CH:19]=[CH:18][CH:17]=1.C1CCC(N=C=NC2CCCCC2)CC1, predict the reaction product. The product is: [C:16]1([NH:15][C:12]([CH:10]2[CH2:9][N:8]([C:1]([O:3][C:4]([CH3:5])([CH3:6])[CH3:7])=[O:2])[CH2:11]2)=[O:14])[CH:21]=[CH:20][CH:19]=[CH:18][CH:17]=1. (5) Given the reactants [OH:1][C:2]1[CH:3]=[C:4]([C:8]2[N:13]=[C:12]([C:14]([O:16][CH3:17])=[O:15])[CH:11]=[CH:10][CH:9]=2)[CH:5]=[CH:6][CH:7]=1.Br[CH2:19][CH2:20][CH2:21][CH2:22][CH2:23][C:24]([O:26][C:27]([CH3:30])([CH3:29])[CH3:28])=[O:25].C([O-])([O-])=O.[K+].[K+], predict the reaction product. The product is: [C:27]([O:26][C:24](=[O:25])[CH2:23][CH2:22][CH2:21][CH2:20][CH2:19][O:1][C:2]1[CH:3]=[C:4]([C:8]2[N:13]=[C:12]([C:14]([O:16][CH3:17])=[O:15])[CH:11]=[CH:10][CH:9]=2)[CH:5]=[CH:6][CH:7]=1)([CH3:30])([CH3:29])[CH3:28].